Dataset: Experimentally validated miRNA-target interactions with 360,000+ pairs, plus equal number of negative samples. Task: Binary Classification. Given a miRNA mature sequence and a target amino acid sequence, predict their likelihood of interaction. (1) The miRNA is hsa-miR-6868-3p with sequence UUCCUUCUGUUGUCUGUGCAG. The protein sequence of the target gene is MLRVAWRTLSLIRTRAVTQVLVPGLPGGGSAKFPFNQWGLQPRSLLLQAARGYVVRKPAQSRLDDDPPPSTLLKDYQNVPGIEKVDDVVKRLLSLEMANKKEMLKIKQEQFMKKIVANPEDTRSLEARIIALSVKIRSYEEHLEKHRKDKAHKRYLLMSIDQRKKMLKNLRNTNYDVFEKICWGLGIEYTFPPLYYRRAHRRFVTKKALCIRVFQETQKLKKRRRALKAAAAAQKQAKRRNPDSPAKAIPKTLKDSQ. Result: 1 (interaction). (2) The miRNA is hsa-miR-181a-2-3p with sequence ACCACUGACCGUUGACUGUACC. The protein sequence of the target gene is MHCERFLCVLRIIGTTLFGVSLLLGITAAYIVGYQFIQTDNYYFSFGLYGAFLASHLIIQSLFAFLEHRKMKKSLETPIKLNKTVALCIAAYQEDPDYLRKCLQSVKRLTYPGIKVVMVIDGNSDDDLYMMDIFSEVMGRDKSATYIWKNNFHEKGPGETEESHKESSQHVTQLVLSNKSICIMQKWGGKREVMYTAFRALGRSVDYVQVCDSDTMLDPASSVEMVKVLEEDPMVGGVGGDVQILNKYDSWISFLSSVRYWMAFNIERACQSYFGCVQCISGPLGMYRNSLLHEFVEDWY.... Result: 0 (no interaction). (3) The miRNA is hsa-miR-20b-5p with sequence CAAAGUGCUCAUAGUGCAGGUAG. The protein sequence of the target gene is MPVVWPTLLDLSRDECKRILRKLELEAYAGVISALRAQGDLTKEKKDLLGELSKVLSISTERHRAEVRRAVNDERLTTIAHNMSGPNSSSEWSIEGRRLVPLMPRLVPQTAFTVTANAVANAAIQHNASLPVPAETGSKEVVCYSYTSTTSTPTSTPVPSGSIATVKSPRPASPASNVVVLPSGSTVYVKSVSCSDEDEKPRKRRRTNSSSSSPVVLKEVPKAVVPVSKTITVPVSGSPKMSNIMQSIANSLPPHMSPVKITFTKPSTQTTNTTTQKVIIVTTSPSSTFVPNILSKSHNY.... Result: 1 (interaction). (4) The miRNA is hsa-miR-499b-3p with sequence AACAUCACUGCAAGUCUUAACA. The protein sequence of the target gene is MASTIKEALSVVSEDQSLFECAYGTPHLAKTEMTASSSSDYGQTSKMSPRVPQQDWLSQPPARVTIKMECNPSQVNGSRNSPDECSVAKGGKMVGSPDTVGMNYGSYMEEKHMPPPNMTTNERRVIVPADPTLWSTDHVRQWLEWAVKEYGLPDVNILLFQNIDGKELCKMTKDDFQRLTPSYNADILLSHLHYLRETPLPHLTSDDVDKALQNSPRLMHARNTGGAAFIFPNTSVYPEATQRITTRPDLPYEPPRRSAWTGHGHPTPQSKAAQPSPSTVPKTEDQRPQLDPYQILGPTS.... Result: 0 (no interaction).